From a dataset of Catalyst prediction with 721,799 reactions and 888 catalyst types from USPTO. Predict which catalyst facilitates the given reaction. (1) Reactant: [NH2:1][C:2]1[CH:11]=[CH:10][C:5]2=[N:6][C:7](=[O:9])[N:8]=[C:4]2[CH:3]=1.C(N(CC)CC)C.[CH2:19]([CH:29](CCCCCCCCCCCC)[C:30](Cl)=[O:31])[CH2:20][CH2:21][CH2:22][CH2:23][CH2:24][CH2:25][CH2:26][CH2:27][CH3:28]. Product: [C:30]([NH:1][C:2]1[CH:11]=[CH:10][C:5]2=[N:6][C:7](=[O:9])[N:8]=[C:4]2[CH:3]=1)(=[O:31])[CH2:29][CH2:19][CH2:20][CH2:21][CH2:22][CH2:23][CH2:24][CH2:25][CH2:26][CH2:27][CH3:28]. The catalyst class is: 60. (2) Reactant: [NH2:1][C@H:2]([CH3:21])[CH2:3][C:4]1[C:12]2[C:7](=[C:8]([CH2:13][C:14]([N:16]([CH2:19][CH3:20])[CH2:17][CH3:18])=[O:15])[CH:9]=[CH:10][CH:11]=2)[NH:6][CH:5]=1.C[Si](C)(C)NC(=O)C.[Cl:30][C:31]1[CH:32]=[C:33]([CH:37]=[CH:38][CH:39]=1)[C@H:34]1[O:36][CH2:35]1.Cl.C(=O)([O-])O.[Na+]. Product: [Cl:30][C:31]1[CH:32]=[C:33]([C@@H:34]([OH:36])[CH2:35][NH:1][C@H:2]([CH3:21])[CH2:3][C:4]2[C:12]3[C:7](=[C:8]([CH2:13][C:14]([N:16]([CH2:19][CH3:20])[CH2:17][CH3:18])=[O:15])[CH:9]=[CH:10][CH:11]=3)[NH:6][CH:5]=2)[CH:37]=[CH:38][CH:39]=1. The catalyst class is: 16.